Task: Predict the product of the given reaction.. Dataset: Forward reaction prediction with 1.9M reactions from USPTO patents (1976-2016) Given the reactants [NH2:1][CH:2]1[CH2:7][CH2:6][N:5]([CH3:8])[CH2:4][CH2:3]1.C(N(C(C)C)C(C)C)C.ClCCl.[N+:21]([C:24]1[CH:29]=[CH:28][C:27]([S:30](Cl)(=[O:32])=[O:31])=[CH:26][CH:25]=1)([O-:23])=[O:22], predict the reaction product. The product is: [CH3:8][N:5]1[CH2:6][CH2:7][CH:2]([NH:1][S:30]([C:27]2[CH:26]=[CH:25][C:24]([N+:21]([O-:23])=[O:22])=[CH:29][CH:28]=2)(=[O:31])=[O:32])[CH2:3][CH2:4]1.